Task: Predict the reaction yield, written as a fraction of the theoretical maximum amount of product (1.0 means a 100% yield; for example, 0.34 means a 34% yield).. Dataset: Reaction yield outcomes from USPTO patents with 853,638 reactions The reactants are [CH3:1][O:2][C:3]([C:5]1[C:14]2[C:9](=[C:10]([NH:15][S:16]([C:19]3[CH:24]=[CH:23][CH:22]=[CH:21][C:20]=3[N+:25]([O-])=O)(=[O:18])=[O:17])[CH:11]=[CH:12][CH:13]=2)[N:8]=[CH:7][CH:6]=1)=[O:4].Cl[Sn]Cl. The catalyst is Cl.CO. The product is [CH3:1][O:2][C:3]([C:5]1[C:14]2[C:9](=[C:10]([NH:15][S:16]([C:19]3[CH:24]=[CH:23][CH:22]=[CH:21][C:20]=3[NH2:25])(=[O:18])=[O:17])[CH:11]=[CH:12][CH:13]=2)[N:8]=[CH:7][CH:6]=1)=[O:4]. The yield is 0.500.